The task is: Predict which catalyst facilitates the given reaction.. This data is from Catalyst prediction with 721,799 reactions and 888 catalyst types from USPTO. (1) Reactant: Br[C:2]1[C:3]([N:22]2[CH2:25][C:24]([F:27])([F:26])[CH2:23]2)=[C:4]([C@H:10]([O:17][C:18]([CH3:21])([CH3:20])[CH3:19])[C:11]([O:13][CH:14]([CH3:16])[CH3:15])=[O:12])[C:5]([CH3:9])=[N:6][C:7]=1[CH3:8].[F:28][C:29]1[CH:46]=[CH:45][C:32]([CH2:33][CH2:34][O:35][C:36]2[CH:41]=[CH:40][C:39](B(O)O)=[CH:38][CH:37]=2)=[CH:31][CH:30]=1.C(=O)([O-])[O-].[Na+].[Na+]. Product: [C:18]([O:17][C@@H:10]([C:4]1[C:5]([CH3:9])=[N:6][C:7]([CH3:8])=[C:2]([C:39]2[CH:38]=[CH:37][C:36]([O:35][CH2:34][CH2:33][C:32]3[CH:31]=[CH:30][C:29]([F:28])=[CH:46][CH:45]=3)=[CH:41][CH:40]=2)[C:3]=1[N:22]1[CH2:25][C:24]([F:27])([F:26])[CH2:23]1)[C:11]([O:13][CH:14]([CH3:16])[CH3:15])=[O:12])([CH3:21])([CH3:20])[CH3:19]. The catalyst class is: 667. (2) Reactant: [Se](=O)=O.[Br:4][C:5]1[CH:6]=[CH:7][CH:8]=[C:9]2[C:14]=1[N:13]=[CH:12][CH:11]=[C:10]2[CH3:15].[OH-:16].[Na+]. Product: [Br:4][C:5]1[CH:6]=[CH:7][CH:8]=[C:9]2[C:14]=1[N:13]=[CH:12][CH:11]=[C:10]2[CH:15]=[O:16]. The catalyst class is: 38.